Dataset: Forward reaction prediction with 1.9M reactions from USPTO patents (1976-2016). Task: Predict the product of the given reaction. (1) Given the reactants [CH2:1]([C:3]1[S:4][CH:5]=[CH:6][N:7]=1)[CH3:2].[O:8]1[C:12]2([CH2:17][CH2:16][C:15](=[O:18])[CH2:14][CH2:13]2)[O:11][CH2:10][CH2:9]1, predict the reaction product. The product is: [CH2:1]([C:3]1[S:4][C:5]([C:15]2([OH:18])[CH2:16][CH2:17][C:12]3([O:11][CH2:10][CH2:9][O:8]3)[CH2:13][CH2:14]2)=[CH:6][N:7]=1)[CH3:2]. (2) Given the reactants [NH2:1][C:2]1[C:11]2[C:6](=[CH:7][CH:8]=[C:9]([CH2:12]O)[CH:10]=2)[CH:5]=[CH:4][N:3]=1.P(Br)(Br)[Br:15], predict the reaction product. The product is: [NH2:1][C:2]1[C:11]2[C:6](=[CH:7][CH:8]=[C:9]([CH2:12][Br:15])[CH:10]=2)[CH:5]=[CH:4][N:3]=1. (3) Given the reactants [Br:1][C:2]1[C:19]([O:20][CH3:21])=[N:18][C:5]2[CH2:6][CH2:7][N:8](C(=O)C(F)(F)F)[CH2:9][CH:10]([CH3:11])[C:4]=2[C:3]=1[Cl:22].C([O-])([O-])=O.[K+].[K+].CO, predict the reaction product. The product is: [Br:1][C:2]1[C:19]([O:20][CH3:21])=[N:18][C:5]2[CH2:6][CH2:7][NH:8][CH2:9][CH:10]([CH3:11])[C:4]=2[C:3]=1[Cl:22]. (4) Given the reactants [CH3:1][O:2][CH2:3][O:4][C:5]1[CH:12]=[C:11]([O:13]C2CCCCO2)[CH:10]=[C:9]([CH3:20])[C:6]=1[CH:7]=[O:8].CC1C=CC(S([O-])(=O)=O)=CC=1.C1C=C[NH+]=CC=1, predict the reaction product. The product is: [OH:13][C:11]1[CH:10]=[C:9]([CH3:20])[C:6]([CH:7]=[O:8])=[C:5]([O:4][CH2:3][O:2][CH3:1])[CH:12]=1. (5) The product is: [C:1]1([S:7]([N:10]2[C:11]3=[N:12][CH:13]=[C:14]([S:18][CH3:19])[CH:15]=[C:16]3[CH:21]=[C:20]2[C:22]2[CH:27]=[CH:26][CH:25]=[CH:24][N:23]=2)(=[O:9])=[O:8])[CH:6]=[CH:5][CH:4]=[CH:3][CH:2]=1. Given the reactants [C:1]1([S:7]([NH:10][C:11]2[C:16](I)=[CH:15][C:14]([S:18][CH3:19])=[CH:13][N:12]=2)(=[O:9])=[O:8])[CH:6]=[CH:5][CH:4]=[CH:3][CH:2]=1.[C:20]([C:22]1[CH:27]=[CH:26][CH:25]=[CH:24][N:23]=1)#[CH:21].O, predict the reaction product. (6) Given the reactants [C:1]([O:5][C:6](=[O:24])[NH:7][CH2:8][C:9]#[C:10][C:11]1[CH:16]=[CH:15][C:14]([Cl:17])=[CH:13][C:12]=1[C:18](=[O:23])N(OC)C)([CH3:4])([CH3:3])[CH3:2].Br[C:26]1[C:31]([F:32])=[CH:30][CH:29]=[CH:28][N:27]=1, predict the reaction product. The product is: [Cl:17][C:14]1[CH:15]=[CH:16][C:11]([C:10]#[C:9][CH2:8][NH:7][C:6](=[O:24])[O:5][C:1]([CH3:2])([CH3:3])[CH3:4])=[C:12]([C:18](=[O:23])[C:26]2[C:31]([F:32])=[CH:30][CH:29]=[CH:28][N:27]=2)[CH:13]=1. (7) Given the reactants [C:1]1(=[O:11])[C:5]2([CH2:10][CH2:9][CH2:8][CH2:7][CH2:6]2)[CH2:4][CH2:3][NH:2]1.[H-].[Na+].[Br:14][C:15]1[CH:16]=[C:17]([Cl:24])[C:18]([CH2:22]Br)=[C:19]([Cl:21])[CH:20]=1.Cl, predict the reaction product. The product is: [Br:14][C:15]1[CH:16]=[C:17]([Cl:24])[C:18]([CH2:22][N:2]2[CH2:3][CH2:4][C:5]3([CH2:10][CH2:9][CH2:8][CH2:7][CH2:6]3)[C:1]2=[O:11])=[C:19]([Cl:21])[CH:20]=1. (8) Given the reactants [Br:1][C:2]1[CH:3]=[C:4]2[C:8](=[C:9]([C:11]([NH2:13])=[O:12])[CH:10]=1)[NH:7][CH:6]=[C:5]2[CH:14]1[CH2:19][CH2:18][NH:17][CH2:16][CH2:15]1.[CH2:20]([S:22](Cl)(=[O:24])=[O:23])[CH3:21].C(N(CC)CC)C, predict the reaction product. The product is: [Br:1][C:2]1[CH:3]=[C:4]2[C:8](=[C:9]([C:11]([NH2:13])=[O:12])[CH:10]=1)[NH:7][CH:6]=[C:5]2[CH:14]1[CH2:19][CH2:18][N:17]([S:22]([CH2:20][CH3:21])(=[O:24])=[O:23])[CH2:16][CH2:15]1. (9) Given the reactants [NH2:1][C:2]1[CH:10]=[CH:9][CH:8]=[C:7]2[C:3]=1[CH:4]([CH2:19][CH2:20][CH2:21][C:22]([O:24]CC)=O)[CH2:5][N:6]2[CH2:11][C:12]([O:14]C(C)(C)C)=[O:13].[OH-].[Li+].Cl.[CH2:30]1COCC1, predict the reaction product. The product is: [CH3:30][N:1]1[C:2]2[C:3]3[CH:4]([CH2:5][N:6]([CH2:11][C:12]([OH:14])=[O:13])[C:7]=3[CH:8]=[CH:9][CH:10]=2)[CH2:19][CH2:20][CH2:21][C:22]1=[O:24]. (10) Given the reactants F[C:2]1[CH:9]=[CH:8][C:7]([C:10]2[N:15]=[C:14]([NH:16][C:17]3[CH:22]=[CH:21][C:20]([N:23]4[CH2:28][CH2:27][N:26]([CH:29]5[CH2:32][O:31][CH2:30]5)[CH2:25][CH2:24]4)=[CH:19][CH:18]=3)[N:13]=[CH:12][N:11]=2)=[CH:6][C:3]=1[C:4]#[N:5].[F:33][C:34]1([F:42])[CH2:39][CH:38]([OH:40])[CH2:37][NH:36][C:35]1=[O:41], predict the reaction product. The product is: [F:33][C:34]1([F:42])[C:35](=[O:41])[NH:36][CH2:37][CH:38]([O:40][C:2]2[CH:9]=[CH:8][C:7]([C:10]3[N:15]=[C:14]([NH:16][C:17]4[CH:22]=[CH:21][C:20]([N:23]5[CH2:24][CH2:25][N:26]([CH:29]6[CH2:30][O:31][CH2:32]6)[CH2:27][CH2:28]5)=[CH:19][CH:18]=4)[N:13]=[CH:12][N:11]=3)=[CH:6][C:3]=2[C:4]#[N:5])[CH2:39]1.